The task is: Predict the product of the given reaction.. This data is from Forward reaction prediction with 1.9M reactions from USPTO patents (1976-2016). (1) The product is: [Cl:1][C:2]1[CH:3]=[C:4]([NH:9][C:10]2[N:15]=[C:14]([N:16]3[C:20]([Cl:21])=[C:19]([Cl:22])[N:18]=[CH:17]3)[C:13]([C:23]3[CH:24]=[C:25]([C:29]([OH:31])=[O:30])[CH:26]=[N:27][CH:28]=3)=[CH:12][N:11]=2)[CH:5]=[CH:6][C:7]=1[F:8]. Given the reactants [Cl:1][C:2]1[CH:3]=[C:4]([NH:9][C:10]2[N:15]=[C:14]([N:16]3[C:20]([Cl:21])=[C:19]([Cl:22])[N:18]=[CH:17]3)[C:13]([C:23]3[CH:24]=[C:25]([C:29]([O:31]CC)=[O:30])[CH:26]=[N:27][CH:28]=3)=[CH:12][N:11]=2)[CH:5]=[CH:6][C:7]=1[F:8].IC1C=C2C(=CC=1)N(CCOC)C=C(C(OCC)=O)C2=O.[OH-].C[Sn+](C)C, predict the reaction product. (2) Given the reactants [C:1]([O:5][C:6]([NH:8][CH2:9][CH2:10][CH2:11]/[C:12](=[CH:18]\[C:19]1[N:20]=[CH:21][N:22]([C@H:24]2[CH2:29][CH2:28][C@@H:27]([OH:30])[CH2:26][CH2:25]2)[CH:23]=1)/[C:13]([O:15][CH2:16][CH3:17])=[O:14])=[O:7])([CH3:4])([CH3:3])[CH3:2].C1(P(C2C=CC=CC=2)C2C=CC=CC=2)C=CC=CC=1.O[C:51]1[CH:56]=[CH:55][N:54]=[CH:53][CH:52]=1.N(C(OC(C)C)=O)=NC(OC(C)C)=O, predict the reaction product. The product is: [C:1]([O:5][C:6]([NH:8][CH2:9][CH2:10][CH2:11]/[C:12](=[CH:18]\[C:19]1[N:20]=[CH:21][N:22]([C@H:24]2[CH2:25][CH2:26][C@H:27]([O:30][C:51]3[CH:56]=[CH:55][N:54]=[CH:53][CH:52]=3)[CH2:28][CH2:29]2)[CH:23]=1)/[C:13]([O:15][CH2:16][CH3:17])=[O:14])=[O:7])([CH3:2])([CH3:3])[CH3:4]. (3) Given the reactants [CH:1]12[N:9]([C:10]3[C:29](Br)=[CH:28][C:13]([C:14]([NH:16][C:17]4[CH:22]=[CH:21][C:20]([O:23][C:24]([F:27])([F:26])[F:25])=[CH:19][CH:18]=4)=[O:15])=[CH:12][N:11]=3)[CH:5]([CH2:6][O:7][CH2:8]1)[CH2:4][O:3][CH2:2]2.[N:31]1[CH:36]=[C:35](B(O)O)[CH:34]=[N:33][CH:32]=1, predict the reaction product. The product is: [CH:1]12[N:9]([C:10]3[C:29]([C:35]4[CH:36]=[N:31][CH:32]=[N:33][CH:34]=4)=[CH:28][C:13]([C:14]([NH:16][C:17]4[CH:22]=[CH:21][C:20]([O:23][C:24]([F:27])([F:26])[F:25])=[CH:19][CH:18]=4)=[O:15])=[CH:12][N:11]=3)[CH:5]([CH2:6][O:7][CH2:8]1)[CH2:4][O:3][CH2:2]2. (4) Given the reactants [C:1]([O:5][C:6](=[O:20])[CH2:7][O:8][C:9]1[CH:14]=[CH:13][C:12]([S:15][CH2:16][C:17]#[CH:18])=[CH:11][C:10]=1[CH3:19])([CH3:4])([CH3:3])[CH3:2].I[C:22]1[CH:27]=[CH:26][CH:25]=[CH:24][CH:23]=1, predict the reaction product. The product is: [C:1]([O:5][C:6](=[O:20])[CH2:7][O:8][C:9]1[CH:14]=[CH:13][C:12]([S:15][CH2:16][C:17]#[C:18][C:22]2[CH:27]=[CH:26][CH:25]=[CH:24][CH:23]=2)=[CH:11][C:10]=1[CH3:19])([CH3:4])([CH3:3])[CH3:2].